Dataset: Forward reaction prediction with 1.9M reactions from USPTO patents (1976-2016). Task: Predict the product of the given reaction. (1) Given the reactants OCCCCC[CH2:7][CH2:8][CH2:9][CH2:10][CH2:11][CH2:12][S:13][C:14]1[CH:15]=[C:16]2[C:21](=[C:22]([CH3:24])[CH:23]=1)[N:20]=[CH:19][C:18]([C:25]([NH2:27])=[O:26])=[C:17]2[NH:28][C:29]1[CH:34]=[CH:33][CH:32]=[C:31]([O:35][CH3:36])[CH:30]=1.[Br:37]C1C=C(S)C=CC=1, predict the reaction product. The product is: [Br:37][C:8]1[CH:7]=[C:12]([S:13][C:14]2[CH:15]=[C:16]3[C:21](=[C:22]([CH3:24])[CH:23]=2)[N:20]=[CH:19][C:18]([C:25]([NH2:27])=[O:26])=[C:17]3[NH:28][C:29]2[CH:34]=[CH:33][CH:32]=[C:31]([O:35][CH3:36])[CH:30]=2)[CH:11]=[CH:10][CH:9]=1. (2) Given the reactants Br[C:2]1[CH:3]=[C:4]2[C:12](=[CH:13][CH:14]=1)[N:11]([CH2:15][CH2:16][CH3:17])[C:10]1[CH:9]=[CH:8][C:7]([C:18](=[O:20])[CH3:19])=[CH:6][C:5]2=1.[C-]#N.[K+].[N:24]12CCCN=C1CCCC[CH2:25]2, predict the reaction product. The product is: [C:18]([C:7]1[CH:6]=[C:5]2[C:10](=[CH:9][CH:8]=1)[N:11]([CH2:15][CH2:16][CH3:17])[C:12]1[CH:13]=[CH:14][C:2]([C:25]#[N:24])=[CH:3][C:4]2=1)(=[O:20])[CH3:19]. (3) Given the reactants C(OC([NH:7][C@@:8]1([C:17]([O:19][CH2:20][C:21]2[CH:26]=[CH:25][CH:24]=[C:23]([Cl:27])[CH:22]=2)=[O:18])[CH2:13][CH2:12][C@@H:11]2[C@H:9]1[C@H:10]2[C:14]([OH:16])=[O:15])=O)C=C.CC1(C)C(=O)NC(=O)NC1=O, predict the reaction product. The product is: [NH2:7][C@@:8]1([C:17]([O:19][CH2:20][C:21]2[CH:26]=[CH:25][CH:24]=[C:23]([Cl:27])[CH:22]=2)=[O:18])[CH2:13][CH2:12][C@@H:11]2[C@H:9]1[C@H:10]2[C:14]([OH:16])=[O:15]. (4) Given the reactants C(N(C(C)C)CC)(C)C.[CH3:10][S:11]([C:14]1[CH:15]=[C:16]([NH:20][C:21](=[O:29])OC2C=CC=CC=2)[CH:17]=[CH:18][CH:19]=1)(=[O:13])=[O:12].[NH2:30][C:31]1[CH:54]=[CH:53][C:34]([O:35][C:36]2[C:45]3[C:40](=[CH:41][C:42]([O:48][CH2:49][CH2:50][O:51][CH3:52])=[C:43]([C:46]#[N:47])[CH:44]=3)[N:39]=[CH:38][CH:37]=2)=[CH:33][CH:32]=1, predict the reaction product. The product is: [C:46]([C:43]1[CH:44]=[C:45]2[C:40](=[CH:41][C:42]=1[O:48][CH2:49][CH2:50][O:51][CH3:52])[N:39]=[CH:38][CH:37]=[C:36]2[O:35][C:34]1[CH:33]=[CH:32][C:31]([NH:30][C:21]([NH:20][C:16]2[CH:17]=[CH:18][CH:19]=[C:14]([S:11]([CH3:10])(=[O:12])=[O:13])[CH:15]=2)=[O:29])=[CH:54][CH:53]=1)#[N:47].